Predict the reaction yield, written as a fraction of the theoretical maximum amount of product (1.0 means a 100% yield; for example, 0.34 means a 34% yield). From a dataset of Reaction yield outcomes from USPTO patents with 853,638 reactions. The reactants are C(OC(=O)[NH:7][C:8]1[S:9][C:10]([CH2:14][C:15]2[C:23]3[C:18](=[N:19][CH:20]=[C:21]([Cl:24])[CH:22]=3)[N:17]([S:25]([C:28]3[CH:33]=[CH:32][CH:31]=[CH:30][CH:29]=3)(=[O:27])=[O:26])[CH:16]=2)=[C:11]([Cl:13])[N:12]=1)(C)(C)C.Cl. The catalyst is ClCCl. The product is [C:28]1([S:25]([N:17]2[C:18]3=[N:19][CH:20]=[C:21]([Cl:24])[CH:22]=[C:23]3[C:15]([CH2:14][C:10]3[S:9][C:8]([NH2:7])=[N:12][C:11]=3[Cl:13])=[CH:16]2)(=[O:27])=[O:26])[CH:29]=[CH:30][CH:31]=[CH:32][CH:33]=1. The yield is 0.742.